Dataset: Forward reaction prediction with 1.9M reactions from USPTO patents (1976-2016). Task: Predict the product of the given reaction. Given the reactants [CH3:1][C@@H:2]1[CH2:7][NH:6][CH2:5][CH2:4][N:3]1[C:8]1[N:9]=[N:10][C:11]([C:18]2[CH:23]=[CH:22][CH:21]=[CH:20][CH:19]=2)=[C:12]2[CH:17]=[CH:16][N:15]=[CH:14][C:13]=12.C(N(CC)CC)C.[N:31]1([C:37](Cl)=[O:38])[CH2:36][CH2:35][CH2:34][CH2:33][CH2:32]1, predict the reaction product. The product is: [CH3:1][C@H:2]1[N:3]([C:8]2[C:13]3[CH:14]=[N:15][CH:16]=[CH:17][C:12]=3[C:11]([C:18]3[CH:19]=[CH:20][CH:21]=[CH:22][CH:23]=3)=[N:10][N:9]=2)[CH2:4][CH2:5][N:6]([C:37]([N:31]2[CH2:36][CH2:35][CH2:34][CH2:33][CH2:32]2)=[O:38])[CH2:7]1.